From a dataset of Reaction yield outcomes from USPTO patents with 853,638 reactions. Predict the reaction yield, written as a fraction of the theoretical maximum amount of product (1.0 means a 100% yield; for example, 0.34 means a 34% yield). (1) The reactants are [ClH:1].O1CCOCC1.[CH3:8][O:9][C:10]1[CH:15]=[CH:14][C:13]([NH:16][C:17]([N:19]2[CH2:24][CH2:23][N:22](C(OC(C)(C)C)=O)[CH2:21][CH:20]2[CH2:32][C:33]2[CH:34]=[N:35][CH:36]=[CH:37][CH:38]=2)=[O:18])=[CH:12][CH:11]=1. No catalyst specified. The product is [ClH:1].[ClH:1].[CH3:8][O:9][C:10]1[CH:11]=[CH:12][C:13]([NH:16][C:17]([N:19]2[CH2:24][CH2:23][NH:22][CH2:21][CH:20]2[CH2:32][C:33]2[CH:34]=[N:35][CH:36]=[CH:37][CH:38]=2)=[O:18])=[CH:14][CH:15]=1. The yield is 0.540. (2) The reactants are [CH3:1][C:2]([CH3:53])([CH3:52])[CH2:3][C:4]([NH:6][C:7]1[CH:12]=[CH:11][CH:10]=[C:9]([C:13]2[C:21]3[C:16](=[CH:17][CH:18]=[C:19]([C:22]4[N:26]=[CH:25][N:24](C(C5C=CC=CC=5)(C5C=CC=CC=5)C5C=CC=CC=5)[N:23]=4)[CH:20]=3)[N:15](C3CCCCO3)[N:14]=2)[CH:8]=1)=[O:5]. The catalyst is Cl.O1CCOCC1. The product is [NH:24]1[CH:25]=[N:26][C:22]([C:19]2[CH:20]=[C:21]3[C:16](=[CH:17][CH:18]=2)[NH:15][N:14]=[C:13]3[C:9]2[CH:8]=[C:7]([NH:6][C:4](=[O:5])[CH2:3][C:2]([CH3:52])([CH3:1])[CH3:53])[CH:12]=[CH:11][CH:10]=2)=[N:23]1. The yield is 0.290. (3) No catalyst specified. The reactants are [Cl-].[C:2]([C:4]1[C:16]([N+:17]([O-:19])=[O:18])=[CH:15][CH:14]=[CH:13][C:5]=1[O:6][CH2:7][C@H:8]1[CH2:12][CH2:11][CH2:10][NH2+:9]1)#[N:3].[CH2:20]([N:22]=[C:23]=[O:24])[CH3:21]. The product is [C:2]([C:4]1[C:16]([N+:17]([O-:19])=[O:18])=[CH:15][CH:14]=[CH:13][C:5]=1[O:6][CH2:7][C@H:8]1[CH2:12][CH2:11][CH2:10][N:9]1[C:23]([NH:22][CH2:20][CH3:21])=[O:24])#[N:3]. The yield is 0.950. (4) The product is [CH:35]1([C:33]([NH:32][C:30]2[N:31]=[C:26]3[CH:25]=[CH:24][C:23]([O:22][C:21]4[CH:38]=[CH:39][C:40]([CH3:41])=[C:19]([NH:18][C:6]([CH:3]5[CH2:4][CH2:5][O:1][CH2:2]5)=[O:8])[CH:20]=4)=[CH:28][N:27]3[N:29]=2)=[O:34])[CH2:36][CH2:37]1. The yield is 0.580. The reactants are [O:1]1[CH2:5][CH2:4][CH:3]([C:6]([OH:8])=O)[CH2:2]1.O1CCCC1.S(Cl)(Cl)=O.[NH2:18][C:19]1[CH:20]=[C:21]([CH:38]=[CH:39][C:40]=1[CH3:41])[O:22][C:23]1[CH:24]=[CH:25][C:26]2[N:27]([N:29]=[C:30]([NH:32][C:33]([CH:35]3[CH2:37][CH2:36]3)=[O:34])[N:31]=2)[CH:28]=1. The catalyst is CN(C)C=O.CN(C)C(=O)C. (5) The reactants are [C:1]([C:4]1[CH:5]=[C:6]([C:20]([OH:22])=[O:21])[C:7]([C:10]2[CH:15]=[CH:14][C:13]([O:16][CH3:17])=[CH:12][C:11]=2OC)=[CH:8][CH:9]=1)(=[O:3])[CH3:2].O=S(Cl)Cl.[Al+3].[Cl-].[Cl-].[Cl-]. The catalyst is ClCCCl. The product is [C:1]([C:4]1[CH:9]=[CH:8][C:7]2[C:10]3[C:11](=[CH:12][C:13]([O:16][CH3:17])=[CH:14][CH:15]=3)[O:22][C:20](=[O:21])[C:6]=2[CH:5]=1)(=[O:3])[CH3:2]. The yield is 0.900. (6) The product is [CH2:29]([O:28][C:26](=[O:27])[CH:31]=[CH:17][CH:11]1[CH2:12][CH2:13][CH2:14][CH2:15][CH2:16]1)[CH3:30]. The catalyst is ClCCl. The reactants are C(Cl)(=O)C(Cl)=O.CS(C)=O.[CH:11]1([CH2:17]O)[CH2:16][CH2:15][CH2:14][CH2:13][CH2:12]1.C(N(CC)CC)C.[C:26]([C:31]1C=CC=CC=1P(=C)(C1C=CC=CC=1)C1C=CC=CC=1)([O:28][CH2:29][CH3:30])=[O:27]. The yield is 0.780.